From a dataset of Full USPTO retrosynthesis dataset with 1.9M reactions from patents (1976-2016). Predict the reactants needed to synthesize the given product. (1) Given the product [CH3:14][O:12][C:11]([C:4]1[S:5][C:6]([CH:7]([OH:10])[CH2:8][CH3:9])=[C:2]([Cl:1])[CH:3]=1)=[O:13], predict the reactants needed to synthesize it. The reactants are: [Cl:1][C:2]1[CH:3]=[C:4]([C:11]([OH:13])=[O:12])[S:5][C:6]=1[CH:7]([OH:10])[CH2:8][CH3:9].[C:14]([O-])([O-])=O.[K+].[K+].IC.O. (2) Given the product [F:1][C:2]1[CH:10]=[CH:9][C:8]([F:11])=[CH:7][C:3]=1[C:4]([NH:23][NH2:24])=[O:5], predict the reactants needed to synthesize it. The reactants are: [F:1][C:2]1[CH:10]=[CH:9][C:8]([F:11])=[CH:7][C:3]=1[C:4](O)=[O:5].CCN=C=NCCCN(C)C.[NH2:23][NH:24]C(OC(C)(C)C)=O.C(O)(C(F)(F)F)=O. (3) Given the product [Cl:1][C:2]1[CH:3]=[CH:4][C:5]([CH:8]([N:9]2[CH2:10][CH:11]([CH:13]([C:18]3[CH:19]=[C:20]([CH2:21][OH:22])[CH:26]=[C:27]([F:29])[CH:28]=3)[C:14]([F:17])([CH3:16])[CH3:15])[CH2:12]2)[C:30]2[CH:31]=[C:32]([CH:33]=[CH:34][CH:35]=2)[C:36]#[N:37])=[CH:6][CH:7]=1, predict the reactants needed to synthesize it. The reactants are: [Cl:1][C:2]1[CH:7]=[CH:6][C:5]([CH:8]([C:30]2[CH:35]=[CH:34][CH:33]=[C:32]([C:36]#[N:37])[CH:31]=2)[N:9]2[CH2:12][CH:11]([CH:13]([C:18]3[CH:19]=[C:20]([CH:26]=[C:27]([F:29])[CH:28]=3)[C:21](OCC)=[O:22])[C:14]([F:17])([CH3:16])[CH3:15])[CH2:10]2)=[CH:4][CH:3]=1.[Li+].[BH4-].C(Cl)Cl.O. (4) Given the product [Br:1][C:2]1[CH:3]=[C:4]([CH:7]=[C:8]([N:11]2[CH2:16][CH2:15][O:14][CH2:13][CH2:12]2)[CH:9]=1)[C:5]#[N:6], predict the reactants needed to synthesize it. The reactants are: [Br:1][C:2]1[CH:3]=[C:4]([CH:7]=[C:8](F)[CH:9]=1)[C:5]#[N:6].[NH:11]1[CH2:16][CH2:15][O:14][CH2:13][CH2:12]1. (5) Given the product [F:1][C:2]1[CH:7]=[CH:6][C:5]([CH:8]2[CH2:13][CH2:12][NH:11][CH2:10][CH2:9]2)=[CH:4][C:3]=1[C:21]([O:23][CH3:24])=[O:22], predict the reactants needed to synthesize it. The reactants are: [F:1][C:2]1[CH:7]=[CH:6][C:5]([CH:8]2[CH2:13][CH2:12][N:11](C(OC(C)(C)C)=O)[CH2:10][CH2:9]2)=[CH:4][C:3]=1[C:21]([O:23][CH3:24])=[O:22]. (6) The reactants are: [CH3:1][O-:2].[Na+].[Br:4][C:5]1[C:6](Cl)=[N:7][CH:8]=[N:9][C:10]=1[C:11]([F:14])([F:13])[F:12]. Given the product [Br:4][C:5]1[C:6]([O:2][CH3:1])=[N:7][CH:8]=[N:9][C:10]=1[C:11]([F:14])([F:13])[F:12], predict the reactants needed to synthesize it. (7) Given the product [ClH:40].[ClH:40].[CH:30]1([C@H:14]([NH:13][C:11](=[O:12])[C@H:9]([CH3:10])[NH:8][CH3:6])[C:15]([N:17]2[C@H:22]([C:23]([NH:41][C@H:42]3[C:51]4[C:46](=[CH:47][CH:48]=[CH:49][CH:50]=4)[C:45](=[O:52])[CH2:44][CH2:43]3)=[O:24])[CH2:21][N:20]3[CH2:27][CH2:28][CH2:29][C@@H:19]3[CH2:18]2)=[O:16])[CH2:35][CH2:34][CH2:33][CH2:32][CH2:31]1, predict the reactants needed to synthesize it. The reactants are: C(O[C:6]([N:8](C)[C@H:9]([C:11]([NH:13][C@@H:14]([CH:30]1[CH2:35][CH2:34][CH2:33][CH2:32][CH2:31]1)[C:15]([N:17]1[C@H:22]([C:23](OC)=[O:24])[CH2:21][N:20]2[CH2:27][CH2:28][CH2:29][C@@H:19]2[CH2:18]1)=[O:16])=[O:12])[CH3:10])=O)(C)(C)C.O.[OH-].[Li+].[ClH:40].[NH2:41][C@H:42]1[C:51]2[C:46](=[CH:47][CH:48]=[CH:49][CH:50]=2)[C:45](=[O:52])[CH2:44][CH2:43]1.Cl.N=C=N.ON1C2C=CC=CC=2N=N1.C(N(C(C)C)C(C)C)C.C(OCC)(=O)C.Cl. (8) Given the product [N+:1]([C:4]1[CH:5]=[C:6]2[N:11]=[C:19]([NH:18][C:12]3[CH:17]=[CH:16][CH:15]=[CH:14][CH:13]=3)[NH:10][C:7]2=[N:8][CH:9]=1)([O-:3])=[O:2], predict the reactants needed to synthesize it. The reactants are: [N+:1]([C:4]1[CH:5]=[C:6]([NH2:11])[C:7]([NH2:10])=[N:8][CH:9]=1)([O-:3])=[O:2].[C:12]1([N:18]=[C:19]=S)[CH:17]=[CH:16][CH:15]=[CH:14][CH:13]=1.N=C=N. (9) Given the product [Cl:1][C:2]1[N:7]2[N:8]=[C:9]([C:12]3[CH:17]=[CH:16][CH:15]=[C:14]([Cl:18])[CH:13]=3)[C:10]([CH3:11])=[C:6]2[N:5]=[C:4]([CH3:19])[C:3]=1[C@H:20]([OH:26])[C:21]([O:23][CH2:24][CH3:25])=[O:22], predict the reactants needed to synthesize it. The reactants are: [Cl:1][C:2]1[N:7]2[N:8]=[C:9]([C:12]3[CH:17]=[CH:16][CH:15]=[C:14]([Cl:18])[CH:13]=3)[C:10]([CH3:11])=[C:6]2[N:5]=[C:4]([CH3:19])[C:3]=1[C:20](=[O:26])[C:21]([O:23][CH2:24][CH3:25])=[O:22].CB1N2CCC[C@@H]2C(C2C=CC=CC=2)(C2C=CC=CC=2)O1.C(=O)=O.C(#N)C.[B]1OC2C(=CC=CC=2)O1.C1COCC1. (10) Given the product [C:9]([O:13][C:14]([N:16]1[CH2:21][CH2:20][C:19]2[NH:22][C:23]([C:25]3[CH:30]=[CH:29][N:28]=[C:27]([NH2:31])[N:26]=3)=[C:24]([I:1])[C:18]=2[C:17]1=[O:32])=[O:15])([CH3:12])([CH3:10])[CH3:11], predict the reactants needed to synthesize it. The reactants are: [I:1]N1C(=O)CCC1=O.[C:9]([O:13][C:14]([N:16]1[CH2:21][CH2:20][C:19]2[NH:22][C:23]([C:25]3[CH:30]=[CH:29][N:28]=[C:27]([NH2:31])[N:26]=3)=[CH:24][C:18]=2[C:17]1=[O:32])=[O:15])([CH3:12])([CH3:11])[CH3:10].[Al].[O-]S([O-])(=S)=O.[Na+].[Na+].